Task: Predict the reaction yield, written as a fraction of the theoretical maximum amount of product (1.0 means a 100% yield; for example, 0.34 means a 34% yield).. Dataset: Reaction yield outcomes from USPTO patents with 853,638 reactions The reactants are [C:1]([O:8][CH2:9][C:10]1[CH:15]=[CH:14][CH:13]=[CH:12][CH:11]=1)(=[O:7])[CH2:2][C:3]([O:5][CH3:6])=[O:4].[H-].[Na+].[CH3:18][O:19][C:20]1([C:26]2[CH:27]=[C:28]([CH2:32]Br)[CH:29]=[CH:30][CH:31]=2)[CH2:25][CH2:24][O:23][CH2:22][CH2:21]1. The catalyst is CC(N(C)C)=O. The product is [CH3:18][O:19][C:20]1([C:26]2[CH:27]=[C:28]([CH2:32][CH:2]([C:3]([O:5][CH3:6])=[O:4])[C:1]([O:8][CH2:9][C:10]3[CH:11]=[CH:12][CH:13]=[CH:14][CH:15]=3)=[O:7])[CH:29]=[CH:30][CH:31]=2)[CH2:21][CH2:22][O:23][CH2:24][CH2:25]1. The yield is 0.530.